From a dataset of Forward reaction prediction with 1.9M reactions from USPTO patents (1976-2016). Predict the product of the given reaction. (1) Given the reactants Br[C:2]1[C:10]2[C:9]([NH:11][C@H:12]([C:14]3[N:19]([C:20]4[CH:25]=[CH:24][CH:23]=[CH:22][CH:21]=4)[C:18](=[O:26])[C:17]4=[C:27]([CH3:30])[CH:28]=[CH:29][N:16]4[N:15]=3)[CH3:13])=[N:8][CH:7]=[N:6][C:5]=2[N:4]([CH2:31][O:32][CH2:33][CH2:34][Si:35]([CH3:38])([CH3:37])[CH3:36])[CH:3]=1.[C:39]([C:41]1[CH:42]=[C:43](B(O)O)[CH:44]=[C:45]([O:47][CH3:48])[CH:46]=1)#[N:40].C(=O)([O-])[O-].[Na+].[Na+], predict the reaction product. The product is: [CH3:48][O:47][C:45]1[CH:46]=[C:41]([CH:42]=[C:43]([C:2]2[C:10]3[C:9]([NH:11][C@H:12]([C:14]4[N:19]([C:20]5[CH:25]=[CH:24][CH:23]=[CH:22][CH:21]=5)[C:18](=[O:26])[C:17]5=[C:27]([CH3:30])[CH:28]=[CH:29][N:16]5[N:15]=4)[CH3:13])=[N:8][CH:7]=[N:6][C:5]=3[N:4]([CH2:31][O:32][CH2:33][CH2:34][Si:35]([CH3:38])([CH3:37])[CH3:36])[CH:3]=2)[CH:44]=1)[C:39]#[N:40]. (2) Given the reactants C[C:2]1[C:7]([C:8]2[C:13]([C:14](OC)=[O:15])=CC=CC=2)=C[CH:5]=[CH:4][C:3]=1[C:18]1[C:23]([CH3:24])=[CH:22][CH:21]=[CH:20][C:19]=1[CH3:25].[H-].C([Al+]CC(C)C)C(C)C.C(C(C(C([O-])=O)O)O)([O-])=O.[Na+].[K+], predict the reaction product. The product is: [CH3:5][C:4]1[C:13]([CH2:14][OH:15])=[CH:8][CH:7]=[CH:2][C:3]=1[C:18]1[C:23]([CH3:24])=[CH:22][CH:21]=[CH:20][C:19]=1[CH3:25]. (3) Given the reactants Cl[C:2]1[CH:7]=[C:6]([Cl:8])[N:5]=[C:4]([NH2:9])[N:3]=1.[NH2:10][CH2:11][CH2:12][CH2:13][N:14]1[CH2:18][CH2:17][CH2:16][C:15]1=[O:19].CCN(C(C)C)C(C)C, predict the reaction product. The product is: [NH2:9][C:4]1[N:3]=[C:2]([NH:10][CH2:11][CH2:12][CH2:13][N:14]2[CH2:18][CH2:17][CH2:16][C:15]2=[O:19])[CH:7]=[C:6]([Cl:8])[N:5]=1. (4) Given the reactants C1(O[C:8](=[O:20])[NH:9][C:10]2[C:11]([C:16]([F:19])([F:18])[F:17])=[N:12][CH:13]=[CH:14][CH:15]=2)C=CC=CC=1.[NH2:21][C:22]1[C:27]([C:28]#[N:29])=[C:26]([NH:30][C@H:31]([C:33]2[N:42]([C:43]3[CH:48]=[CH:47][CH:46]=[C:45]([NH2:49])[CH:44]=3)[C:41](=[O:50])[C:40]3[C:35](=[CH:36][CH:37]=[CH:38][C:39]=3[Cl:51])[N:34]=2)[CH3:32])[N:25]=[CH:24][N:23]=1.CCN(C(C)C)C(C)C, predict the reaction product. The product is: [NH2:21][C:22]1[N:23]=[CH:24][N:25]=[C:26]([NH:30][C@H:31]([C:33]2[N:42]([C:43]3[CH:44]=[C:45]([NH:49][C:8]([NH:9][C:10]4[C:11]([C:16]([F:17])([F:18])[F:19])=[N:12][CH:13]=[CH:14][CH:15]=4)=[O:20])[CH:46]=[CH:47][CH:48]=3)[C:41](=[O:50])[C:40]3[C:35](=[CH:36][CH:37]=[CH:38][C:39]=3[Cl:51])[N:34]=2)[CH3:32])[C:27]=1[C:28]#[N:29]. (5) The product is: [CH3:1][O:2][C:3](=[O:12])[C:4]1[CH:9]=[CH:8][C:7]([N:15]([CH3:16])[CH3:14])=[CH:6][C:5]=1[Cl:11]. Given the reactants [CH3:1][O:2][C:3](=[O:12])[C:4]1[CH:9]=[CH:8][C:7](F)=[CH:6][C:5]=1[Cl:11].Cl.[CH3:14][NH:15][CH3:16].C(=O)([O-])[O-].[K+].[K+], predict the reaction product. (6) Given the reactants [Cl:1][C:2]1[CH:10]=[CH:9][C:5]([C:6]([OH:8])=O)=[CH:4][N:3]=1.CN(C(ON1N=NC2C=CC=NC1=2)=[N+](C)C)C.F[P-](F)(F)(F)(F)F.C(N(CC)C(C)C)(C)C.Cl.[CH3:45][C:46]1[N:47]=[C:48]2[C:53]([C:54]([F:57])([F:56])[F:55])=[CH:52][C:51]([NH2:58])=[CH:50][N:49]2[CH:59]=1, predict the reaction product. The product is: [Cl:1][C:2]1[CH:10]=[CH:9][C:5]([C:6]([NH:58][C:51]2[CH:52]=[C:53]([C:54]([F:57])([F:56])[F:55])[C:48]3[N:49]([CH:59]=[C:46]([CH3:45])[N:47]=3)[CH:50]=2)=[O:8])=[CH:4][N:3]=1. (7) Given the reactants [OH:1][C:2]1[CH:6]=[C:5]([CH3:7])[N:4]([C:8]([O:10][CH2:11][CH3:12])=[O:9])[N:3]=1.C(=O)([O-])[O-].[K+].[K+].[Cl:19][C:20]1[CH:21]=[C:22]([C:28]([F:31])([F:30])[F:29])[CH:23]=[C:24]([F:27])[C:25]=1F.Cl, predict the reaction product. The product is: [Cl:19][C:20]1[CH:21]=[C:22]([C:28]([F:29])([F:30])[F:31])[CH:23]=[C:24]([F:27])[C:25]=1[O:1][C:2]1[CH:6]=[C:5]([CH3:7])[N:4]([C:8]([O:10][CH2:11][CH3:12])=[O:9])[N:3]=1. (8) Given the reactants [NH:1]1[C:9]2[C:4](=[CH:5][CH:6]=[CH:7][CH:8]=2)[C:3]2([C:13]3=[CH:14][C:15]4[O:21][CH2:20][CH2:19][CH2:18][O:17][C:16]=4[CH:22]=[C:12]3[O:11][CH2:10]2)[C:2]1=[O:23].N1C2C(=CC=CC=2)C2(C3=CC4OCOC=4C=C3OC2)C1=O.I[CH2:46][C@@H:47]1[CH2:52][O:51][CH2:50][CH2:49][O:48]1.CC1C=CC(S(OC[C@H]2COCCO2)(=O)=O)=CC=1, predict the reaction product. The product is: [O:48]1[CH2:49][CH2:50][O:51][CH2:52][C@H:47]1[CH2:46][N:1]1[C:9]2[C:4](=[CH:5][CH:6]=[CH:7][CH:8]=2)[C:3]2([C:13]3=[CH:14][C:15]4[O:21][CH2:20][CH2:19][CH2:18][O:17][C:16]=4[CH:22]=[C:12]3[O:11][CH2:10]2)[C:2]1=[O:23]. (9) Given the reactants I[C:2]1[CH:9]=[CH:8][C:5]([CH2:6][OH:7])=[CH:4][CH:3]=1.[Cl:10][C:11]1[CH:16]=[CH:15][C:14]([C:17]2[CH:22]=[CH:21][C:20]([CH2:23][NH:24][C:25](=[O:28])[C:26]#[CH:27])=[CH:19][CH:18]=2)=[CH:13][CH:12]=1.ClCCl.CO.N, predict the reaction product. The product is: [Cl:10][C:11]1[CH:12]=[CH:13][C:14]([C:17]2[CH:22]=[CH:21][C:20]([CH2:23][NH:24][C:25](=[O:28])[C:26]#[C:27][C:2]3[CH:9]=[CH:8][C:5]([CH2:6][OH:7])=[CH:4][CH:3]=3)=[CH:19][CH:18]=2)=[CH:15][CH:16]=1. (10) Given the reactants F[C:2]1[CH:16]=[CH:15][C:5]2[C:6](=[O:14])[NH:7][C:8]3[C:13]([C:4]=2[CH:3]=1)=[CH:12][CH:11]=[CH:10][N:9]=3.[OH:17][C:18]1[CH:23]=[CH:22][C:21]([NH:24][C:25](=[O:27])[CH3:26])=[CH:20][CH:19]=1.C(=O)([O-])[O-].[K+].[K+], predict the reaction product. The product is: [O:14]=[C:6]1[C:5]2[CH:15]=[CH:16][C:2]([O:17][C:18]3[CH:19]=[CH:20][C:21]([NH:24][C:25](=[O:27])[CH3:26])=[CH:22][CH:23]=3)=[CH:3][C:4]=2[C:13]2[C:8](=[N:9][CH:10]=[CH:11][CH:12]=2)[NH:7]1.